This data is from Forward reaction prediction with 1.9M reactions from USPTO patents (1976-2016). The task is: Predict the product of the given reaction. (1) Given the reactants [CH3:1][C:2]1[C:11]2[CH:10]=[N:9][C:8](SC)=[N:7][C:6]=2[C:5]([C:14]2[C:22]3[C:17](=[CH:18][C:19]([C:23]#[N:24])=[CH:20][CH:21]=3)[NH:16][CH:15]=2)=[CH:4][N:3]=1.[C@@H:25]1([NH2:32])[CH2:30][CH2:29][CH2:28][CH2:27][C@@H:26]1[NH2:31], predict the reaction product. The product is: [NH2:31][C@H:26]1[CH2:27][CH2:28][CH2:29][CH2:30][C@H:25]1[NH:32][C:8]1[N:9]=[CH:10][C:11]2[C:2]([CH3:1])=[N:3][CH:4]=[C:5]([C:14]3[C:22]4[C:17](=[CH:18][C:19]([C:23]#[N:24])=[CH:20][CH:21]=4)[NH:16][CH:15]=3)[C:6]=2[N:7]=1. (2) Given the reactants [CH3:1][O:2][C:3]1[N:8]=[CH:7][C:6](B(O)O)=[CH:5][CH:4]=1.I[C:13]1[C@@:17]2([CH3:32])[CH2:18][CH2:19][C@H:20]3[C@H:29]([C@@H:16]2[CH2:15][CH:14]=1)[CH2:28][CH:27]=[C:26]1[C@:21]3([CH3:31])[CH2:22][CH2:23][C:24](=[O:30])[NH:25]1, predict the reaction product. The product is: [CH3:1][O:2][C:3]1[N:8]=[CH:7][C:6]([C:13]2[C@@:17]3([CH3:32])[CH2:18][CH2:19][C@H:20]4[C@H:29]([C@@H:16]3[CH2:15][CH:14]=2)[CH2:28][CH:27]=[C:26]2[C@:21]4([CH3:31])[CH2:22][CH2:23][C:24](=[O:30])[NH:25]2)=[CH:5][CH:4]=1. (3) Given the reactants Cl[C:2]1[CH:11]=[CH:10][C:9]2[C:4](=[CH:5][CH:6]=[CH:7][C:8]=2[O:12][CH3:13])[N:3]=1.[NH2:14][C:15]1[C:23]2[C:18](=[CH:19][N:20]=[CH:21][CH:22]=2)[O:17][C:16]=1[C:24]([O:26][CH2:27][CH3:28])=[O:25].[Cl-].C(C1C=CC=C(C(C)C)C=1N1C=C[N+](C2C(C(C)C)=CC=CC=2C(C)C)=C1)(C)C.CC([O-])(C)C.[K+], predict the reaction product. The product is: [CH3:13][O:12][C:8]1[CH:7]=[CH:6][CH:5]=[C:4]2[C:9]=1[CH:10]=[CH:11][C:2]([NH:14][C:15]1[C:23]3[C:18](=[CH:19][N:20]=[CH:21][CH:22]=3)[O:17][C:16]=1[C:24]([O:26][CH2:27][CH3:28])=[O:25])=[N:3]2. (4) Given the reactants [Br:1][C:2]1[CH:3]=[N:4][CH:5]=[C:6]([N+:9]([O-:11])=[O:10])[C:7]=1Cl.[CH:12]1([NH2:15])[CH2:14][CH2:13]1, predict the reaction product. The product is: [Br:1][C:2]1[CH:3]=[N:4][CH:5]=[C:6]([N+:9]([O-:11])=[O:10])[C:7]=1[NH:15][CH:12]1[CH2:14][CH2:13]1.